The task is: Regression. Given two drug SMILES strings and cell line genomic features, predict the synergy score measuring deviation from expected non-interaction effect.. This data is from NCI-60 drug combinations with 297,098 pairs across 59 cell lines. (1) Drug 1: C1=CC(=C2C(=C1NCCNCCO)C(=O)C3=C(C=CC(=C3C2=O)O)O)NCCNCCO. Drug 2: CC(CN1CC(=O)NC(=O)C1)N2CC(=O)NC(=O)C2. Cell line: SF-295. Synergy scores: CSS=68.4, Synergy_ZIP=1.24, Synergy_Bliss=2.37, Synergy_Loewe=5.18, Synergy_HSA=7.90. (2) Drug 1: CCC1=CC2CC(C3=C(CN(C2)C1)C4=CC=CC=C4N3)(C5=C(C=C6C(=C5)C78CCN9C7C(C=CC9)(C(C(C8N6C)(C(=O)OC)O)OC(=O)C)CC)OC)C(=O)OC.C(C(C(=O)O)O)(C(=O)O)O. Drug 2: CCN(CC)CCNC(=O)C1=C(NC(=C1C)C=C2C3=C(C=CC(=C3)F)NC2=O)C. Cell line: MDA-MB-435. Synergy scores: CSS=61.3, Synergy_ZIP=5.72, Synergy_Bliss=5.42, Synergy_Loewe=-16.8, Synergy_HSA=3.49. (3) Drug 1: C#CCC(CC1=CN=C2C(=N1)C(=NC(=N2)N)N)C3=CC=C(C=C3)C(=O)NC(CCC(=O)O)C(=O)O. Drug 2: C1CN(P(=O)(OC1)NCCCl)CCCl. Cell line: SF-295. Synergy scores: CSS=0.646, Synergy_ZIP=0.821, Synergy_Bliss=2.61, Synergy_Loewe=0.114, Synergy_HSA=-0.0789. (4) Drug 1: CNC(=O)C1=CC=CC=C1SC2=CC3=C(C=C2)C(=NN3)C=CC4=CC=CC=N4. Drug 2: C1=C(C(=O)NC(=O)N1)F. Cell line: LOX IMVI. Synergy scores: CSS=32.8, Synergy_ZIP=-1.73, Synergy_Bliss=-3.03, Synergy_Loewe=-2.34, Synergy_HSA=-1.38. (5) Drug 1: CN(C)C1=NC(=NC(=N1)N(C)C)N(C)C. Drug 2: CN(CC1=CN=C2C(=N1)C(=NC(=N2)N)N)C3=CC=C(C=C3)C(=O)NC(CCC(=O)O)C(=O)O. Cell line: KM12. Synergy scores: CSS=21.6, Synergy_ZIP=-13.6, Synergy_Bliss=-17.8, Synergy_Loewe=-6.52, Synergy_HSA=-6.45. (6) Drug 1: CN(CCCl)CCCl.Cl. Drug 2: C(CCl)NC(=O)N(CCCl)N=O. Cell line: BT-549. Synergy scores: CSS=20.0, Synergy_ZIP=-6.61, Synergy_Bliss=2.79, Synergy_Loewe=-2.54, Synergy_HSA=2.60. (7) Drug 1: CC=C1C(=O)NC(C(=O)OC2CC(=O)NC(C(=O)NC(CSSCCC=C2)C(=O)N1)C(C)C)C(C)C. Drug 2: C#CCC(CC1=CN=C2C(=N1)C(=NC(=N2)N)N)C3=CC=C(C=C3)C(=O)NC(CCC(=O)O)C(=O)O. Cell line: KM12. Synergy scores: CSS=48.1, Synergy_ZIP=-2.69, Synergy_Bliss=-3.74, Synergy_Loewe=-6.84, Synergy_HSA=-1.58. (8) Drug 1: C1CCN(CC1)CCOC2=CC=C(C=C2)C(=O)C3=C(SC4=C3C=CC(=C4)O)C5=CC=C(C=C5)O. Drug 2: CNC(=O)C1=NC=CC(=C1)OC2=CC=C(C=C2)NC(=O)NC3=CC(=C(C=C3)Cl)C(F)(F)F. Cell line: LOX IMVI. Synergy scores: CSS=2.03, Synergy_ZIP=-11.9, Synergy_Bliss=-15.1, Synergy_Loewe=-17.3, Synergy_HSA=-13.5.